From a dataset of Peptide-MHC class II binding affinity with 134,281 pairs from IEDB. Regression. Given a peptide amino acid sequence and an MHC pseudo amino acid sequence, predict their binding affinity value. This is MHC class II binding data. (1) The peptide sequence is EGRVEIDFDYCPGTTVTL. The MHC is DRB1_0401 with pseudo-sequence DRB1_0401. The binding affinity (normalized) is 0.184. (2) The peptide sequence is GNIVAVDIKPKDSDE. The MHC is HLA-DPA10201-DPB11401 with pseudo-sequence HLA-DPA10201-DPB11401. The binding affinity (normalized) is 0.497. (3) The peptide sequence is PRQGLAVLRKVKRVV. The MHC is H-2-IAd with pseudo-sequence H-2-IAd. The binding affinity (normalized) is 0.0749. (4) The peptide sequence is MSSGSFINISV. The MHC is HLA-DQA10401-DQB10402 with pseudo-sequence HLA-DQA10401-DQB10402. The binding affinity (normalized) is 0.214. (5) The peptide sequence is SLILVSQYTPDSTPC. The MHC is DRB1_0405 with pseudo-sequence DRB1_0405. The binding affinity (normalized) is 0.217. (6) The peptide sequence is PVGEIYKRWIIMGLN. The MHC is DRB1_0401 with pseudo-sequence DRB1_0401. The binding affinity (normalized) is 0.237.